This data is from Forward reaction prediction with 1.9M reactions from USPTO patents (1976-2016). The task is: Predict the product of the given reaction. Given the reactants [C:1]1([C:7]2[S:11][CH:10]=[C:9]([CH:12]=[O:13])[CH:8]=2)[CH:6]=[CH:5][CH:4]=[CH:3][CH:2]=1.[CH3:14][O:15][C:16]1[CH:17]=[C:18]([Mg]Br)[CH:19]=[C:20]([O:24][CH3:25])[C:21]=1[O:22][CH3:23], predict the reaction product. The product is: [C:1]1([C:7]2[S:11][CH:10]=[C:9]([CH:12]([C:18]3[CH:19]=[C:20]([O:24][CH3:25])[C:21]([O:22][CH3:23])=[C:16]([O:15][CH3:14])[CH:17]=3)[OH:13])[CH:8]=2)[CH:6]=[CH:5][CH:4]=[CH:3][CH:2]=1.